From a dataset of Forward reaction prediction with 1.9M reactions from USPTO patents (1976-2016). Predict the product of the given reaction. (1) Given the reactants CC(C)([O-])C.[K+].[I-].C[S+](C)(C)=O.[N+](C1C=C[C:19]([O:22][C:23](=O)[C@@H:24]([NH:39][C:40]([O:42][C:43]([CH3:46])([CH3:45])[CH3:44])=[O:41])[CH2:25][C:26]2[CH:31]=[CH:30][C:29]([N+:32]([O-:34])=[O:33])=[C:28]([O:35][CH2:36][CH2:37][CH3:38])[CH:27]=2)=CC=1)([O-])=O.[Li+].[Br-].CS(O)(=O)=O.[BH4-].[Na+].C(OC(=O)N[C@@H](CC1C=CC([N+]([O-])=O)=C(OCCC)C=1)C(=O)CBr)(C)(C)C, predict the reaction product. The product is: [C:43]([O:42][C:40](=[O:41])[NH:39][C@H:24]([C@H:23]1[CH2:19][O:22]1)[CH2:25][C:26]1[CH:31]=[CH:30][C:29]([N+:32]([O-:34])=[O:33])=[C:28]([O:35][CH2:36][CH2:37][CH3:38])[CH:27]=1)([CH3:44])([CH3:45])[CH3:46]. (2) The product is: [Cl:49][C:36]1[CH:35]=[CH:34][C:33]([CH2:32][NH:31][C:12]([C:8]2[NH:9][C:10]3[C:6]([CH:7]=2)=[CH:5][CH:4]=[C:3]([O:2][CH3:1])[CH:11]=3)=[O:14])=[CH:38][C:37]=1[O:39][C:40]1[CH:41]=[C:42]([C:43]#[N:44])[CH:45]=[C:46]([Cl:48])[CH:47]=1. Given the reactants [CH3:1][O:2][C:3]1[CH:11]=[C:10]2[C:6]([CH:7]=[C:8]([C:12]([O:14]C)=O)[NH:9]2)=[CH:5][CH:4]=1.[OH-].[Li+].C(O)(=O)CC(CC(O)=O)(C(O)=O)O.[NH2:31][CH2:32][C:33]1[CH:34]=[CH:35][C:36]([Cl:49])=[C:37]([O:39][C:40]2[CH:41]=[C:42]([CH:45]=[C:46]([Cl:48])[CH:47]=2)[C:43]#[N:44])[CH:38]=1.CCN(C(C)C)C(C)C, predict the reaction product. (3) The product is: [OH:40][C:28]1[CH:27]=[C:26]([CH2:25][C@H:9]([NH:8][C:6]([O:5][C:1]([CH3:2])([CH3:4])[CH3:3])=[O:7])[C:10]([O:12][C@H:13]([CH3:24])[CH2:14][O:15][C:16]([C:18]2[CH:23]=[CH:22][CH:21]=[CH:20][CH:19]=2)=[O:17])=[O:11])[CH:31]=[CH:30][C:29]=1[OH:32]. Given the reactants [C:1]([O:5][C:6]([NH:8][C@@H:9]([CH2:25][C:26]1[CH:31]=[CH:30][C:29]([O:32]CC2C=CC=CC=2)=[C:28]([O:40]CC2C=CC=CC=2)[CH:27]=1)[C:10]([O:12][C@H:13]([CH3:24])[CH2:14][O:15][C:16]([C:18]1[CH:23]=[CH:22][CH:21]=[CH:20][CH:19]=1)=[O:17])=[O:11])=[O:7])([CH3:4])([CH3:3])[CH3:2].CO, predict the reaction product. (4) Given the reactants [C:1]([N:20]1[CH:24]=[N:23][C:22]([C:25](O)=[O:26])=[N:21]1)([C:14]1[CH:19]=[CH:18][CH:17]=[CH:16][CH:15]=1)([C:8]1[CH:13]=[CH:12][CH:11]=[CH:10][CH:9]=1)[C:2]1[CH:7]=[CH:6][CH:5]=[CH:4][CH:3]=1.O.ON1C2C=CC=CC=2N=N1.Cl.[NH2:40][C:41]1[N:46]([CH2:47][CH2:48][CH2:49][CH3:50])[C:45](=[O:51])[N:44]([CH2:52][C:53]2[CH:58]=[CH:57][CH:56]=[CH:55][C:54]=2[F:59])[C:43](=[O:60])[C:42]=1[NH:61][C:62](=[O:71])[CH2:63][C:64]1[CH:69]=[CH:68][C:67]([NH2:70])=[CH:66][CH:65]=1.C(N(CC)C(C)C)(C)C, predict the reaction product. The product is: [NH2:40][C:41]1[N:46]([CH2:47][CH2:48][CH2:49][CH3:50])[C:45](=[O:51])[N:44]([CH2:52][C:53]2[CH:58]=[CH:57][CH:56]=[CH:55][C:54]=2[F:59])[C:43](=[O:60])[C:42]=1[NH:61][C:62]([CH2:63][C:64]1[CH:65]=[CH:66][C:67]([NH:70][C:25]([C:22]2[N:23]=[CH:24][N:20]([C:1]([C:2]3[CH:7]=[CH:6][CH:5]=[CH:4][CH:3]=3)([C:8]3[CH:9]=[CH:10][CH:11]=[CH:12][CH:13]=3)[C:14]3[CH:19]=[CH:18][CH:17]=[CH:16][CH:15]=3)[N:21]=2)=[O:26])=[CH:68][CH:69]=1)=[O:71]. (5) Given the reactants [F:1][C:2]([F:26])([F:25])[C:3]([NH:5][CH2:6][CH2:7][CH2:8][C:9]1[CH:14]=[CH:13][CH:12]=[C:11]([C:15]#[C:16][C:17]2([OH:24])[CH2:23][CH2:22][CH2:21][CH2:20][CH2:19][CH2:18]2)[CH:10]=1)=[O:4].C([O-])([O-])=O.[K+].[K+], predict the reaction product. The product is: [F:1][C:2]([F:25])([F:26])[C:3]([NH:5][CH2:6][CH2:7][CH2:8][C:9]1[CH:14]=[CH:13][CH:12]=[C:11]([CH2:15][CH2:16][C:17]2([OH:24])[CH2:23][CH2:22][CH2:21][CH2:20][CH2:19][CH2:18]2)[CH:10]=1)=[O:4]. (6) Given the reactants [Cl:1][C:2]1[CH:10]=[C:9]2[C:5]([CH2:6][N:7]([C:12]3[C:13]([CH3:35])=[C:14]([C:18]4[C:30]5[C:29]6[C:24](=[CH:25][C:26]([OH:31])=[CH:27][CH:28]=6)[NH:23][C:22]=5[C:21]([C:32]([NH2:34])=[O:33])=[N:20][CH:19]=4)[CH:15]=[CH:16][CH:17]=3)[C:8]2=[O:11])=[CH:4][CH:3]=1.[C:36](=[O:39])([O-])[O-].[Cs+].[Cs+].[C:42](OCC)(=O)[CH3:43], predict the reaction product. The product is: [Cl:1][C:2]1[CH:10]=[C:9]2[C:5]([CH2:6][N:7]([C:12]3[C:13]([CH3:35])=[C:14]([C:18]4[C:30]5[C:29]6[C:24](=[CH:25][C:26]([O:31][CH2:42][CH2:43][CH2:36][OH:39])=[CH:27][CH:28]=6)[NH:23][C:22]=5[C:21]([C:32]([NH2:34])=[O:33])=[N:20][CH:19]=4)[CH:15]=[CH:16][CH:17]=3)[C:8]2=[O:11])=[CH:4][CH:3]=1.